This data is from Full USPTO retrosynthesis dataset with 1.9M reactions from patents (1976-2016). The task is: Predict the reactants needed to synthesize the given product. (1) Given the product [OH:1][C@H:2]1[CH2:7][CH2:6][CH2:5][CH2:4][C@@H:3]1[NH:8][C:9]([C:11]1[C:15]2=[N:16][CH:17]=[CH:18][C:19]([CH3:20])=[C:14]2[N:13]([CH2:28][C:29]2[CH:34]=[CH:33][C:32]([O:35][CH3:36])=[CH:31][CH:30]=2)[CH:12]=1)=[O:10], predict the reactants needed to synthesize it. The reactants are: [OH:1][C@H:2]1[CH2:7][CH2:6][CH2:5][CH2:4][C@@H:3]1[NH:8][C:9]([C:11]1[C:15]2=[N:16][CH:17]=[CH:18][C:19]([CH3:20])=[C:14]2[NH:13][CH:12]=1)=[O:10].C([O-])([O-])=O.[Cs+].[Cs+].Br[CH2:28][C:29]1[CH:34]=[CH:33][C:32]([O:35][CH3:36])=[CH:31][CH:30]=1. (2) Given the product [CH3:13][O:12][C:10](=[O:11])[C:9]1[CH:14]=[CH:15][CH:16]=[C:7]([NH:6][C:17]([NH2:18])=[S:19])[CH:8]=1, predict the reactants needed to synthesize it. The reactants are: S(=O)(=O)(O)O.[NH2:6][C:7]1[CH:8]=[C:9]([CH:14]=[CH:15][CH:16]=1)[C:10]([O:12][CH3:13])=[O:11].[C:17]([S-:19])#[N:18].[K+].C1OCCOCCOCCOCCOCCOC1. (3) Given the product [CH2:27]([O:26][C:22]1[CH:21]=[C:20]([C:18]2[N:3]3[N:4]=[CH:5][C:6]([C:7]([C:9]4[S:10][CH:11]=[CH:12][CH:13]=4)=[O:8])=[C:2]3[N:1]=[CH:16][CH:17]=2)[CH:25]=[CH:24][CH:23]=1)[CH3:28], predict the reactants needed to synthesize it. The reactants are: [NH2:1][C:2]1[C:6]([C:7]([C:9]2[S:10][CH:11]=[CH:12][CH:13]=2)=[O:8])=[CH:5][NH:4][N:3]=1.CN(C)[CH:16]=[CH:17][C:18]([C:20]1[CH:25]=[CH:24][CH:23]=[C:22]([O:26][CH2:27][CH3:28])[CH:21]=1)=O. (4) Given the product [C:13]1([C@H:19]([NH:21][C:22](=[S:25])[NH:23]/[N:24]=[CH:1]/[C:3]2[CH:12]=[CH:11][CH:10]=[CH:9][C:4]=2[C:5]([O:7][CH3:8])=[O:6])[CH3:20])[CH:14]=[CH:15][CH:16]=[CH:17][CH:18]=1, predict the reactants needed to synthesize it. The reactants are: [CH:1]([C:3]1[CH:12]=[CH:11][CH:10]=[CH:9][C:4]=1[C:5]([O:7][CH3:8])=[O:6])=O.[C:13]1([C@H:19]([NH:21][C:22](=[S:25])[NH:23][NH2:24])[CH3:20])[CH:18]=[CH:17][CH:16]=[CH:15][CH:14]=1. (5) Given the product [F:1][C:2]1[CH:7]=[CH:6][CH:5]=[CH:4][C:3]=1[S:8]([C:32]([F:35])([F:34])[F:33])(=[O:10])=[O:9], predict the reactants needed to synthesize it. The reactants are: [F:1][C:2]1[CH:7]=[CH:6][CH:5]=[CH:4][C:3]=1[S:8](F)(=[O:10])=[O:9].CN([S+](N(C)C)N(C)C)C.C[Si-](F)(F)(C)C.C[Si]([C:32]([F:35])([F:34])[F:33])(C)C. (6) Given the product [F:46][C:45]([F:48])([F:47])[CH2:44][O:1][C:2]1[CH:9]=[CH:8][C:5]([CH:6]=[O:7])=[CH:4][CH:3]=1, predict the reactants needed to synthesize it. The reactants are: [OH:1][C:2]1[CH:9]=[CH:8][C:5]([CH:6]=[O:7])=[CH:4][CH:3]=1.C1OCCOCCOCCOCCOCCOC1.C(=O)([O-])[O-].[K+].[K+].C1(C)C=CC(S(O[CH2:44][C:45]([F:48])([F:47])[F:46])(=O)=O)=CC=1.Cl. (7) Given the product [F:15][C:14]1[C:13]2[C:12]3[C:7](=[CH:8][CH:9]=[C:10]([C:16]([N:18]4[CH2:23][CH2:22][O:21][CH2:20][CH2:19]4)=[O:17])[CH:11]=3)[NH:6][C:5]=2[C:4]([C:24]([NH2:26])=[O:25])=[CH:3][C:2]=1[C:27]1[CH:32]=[CH:31][CH:30]=[CH:29][CH:28]=1, predict the reactants needed to synthesize it. The reactants are: Br[C:2]1[CH:3]=[C:4]([C:24]([NH2:26])=[O:25])[C:5]2[NH:6][C:7]3[C:12]([C:13]=2[C:14]=1[F:15])=[CH:11][C:10]([C:16]([N:18]1[CH2:23][CH2:22][O:21][CH2:20][CH2:19]1)=[O:17])=[CH:9][CH:8]=3.[C:27]1(B(O)O)[CH:32]=[CH:31][CH:30]=[CH:29][CH:28]=1.C([O-])([O-])=O.[Na+].[Na+].C1(C)C=CC=CC=1.